From a dataset of Forward reaction prediction with 1.9M reactions from USPTO patents (1976-2016). Predict the product of the given reaction. Given the reactants [Cl:1][C:2]1[N:10]=[C:9]2[C:5]([N:6]=[CH:7][N:8]2[CH:11]2[CH2:16][CH2:15][CH2:14][CH2:13][O:12]2)=[C:4](Cl)[N:3]=1.[N+:18]([C:21]1[CH:22]=[C:23]([CH:26]=[CH:27][CH:28]=1)[CH:24]=[O:25])([O-:20])=[O:19].[I-].C[N+]1C=CN(C)C=1.[H-].[Na+], predict the reaction product. The product is: [Cl:1][C:2]1[N:10]=[C:9]2[C:5]([N:6]=[CH:7][N:8]2[CH:11]2[CH2:16][CH2:15][CH2:14][CH2:13][O:12]2)=[C:4]([C:24]([C:23]2[CH:26]=[CH:27][CH:28]=[C:21]([N+:18]([O-:20])=[O:19])[CH:22]=2)=[O:25])[N:3]=1.